The task is: Predict which catalyst facilitates the given reaction.. This data is from Catalyst prediction with 721,799 reactions and 888 catalyst types from USPTO. (1) Reactant: [CH2:1]([S:4][CH2:5][C:6]1[N:7]=[C:8]([NH:11][C:12](=[O:18])[O:13][C:14]([CH3:17])([CH3:16])[CH3:15])[S:9][CH:10]=1)[CH2:2][CH3:3].[OH:19]OS([O-])=O.[K+].[OH2:25]. Product: [CH2:1]([S:4]([CH2:5][C:6]1[N:7]=[C:8]([NH:11][C:12](=[O:18])[O:13][C:14]([CH3:17])([CH3:16])[CH3:15])[S:9][CH:10]=1)(=[O:19])=[O:25])[CH2:2][CH3:3]. The catalyst class is: 5. (2) Reactant: [F:1][C:2]1[CH:7]=[CH:6][C:5]([C:8]2[N:9]=[C:10]3[N:14]([C:15]=2I)[CH:13]=[CH:12][O:11]3)=[CH:4][CH:3]=1.[F:17][C:18]1[CH:19]=[C:20](B2OC(C)(C)C(C)(C)O2)[CH:21]=[CH:22][C:23]=1[N+:24]([O-:26])=[O:25].C([O-])([O-])=O.[Cs+].[Cs+].COCCOC. The catalyst class is: 103. Product: [F:17][C:18]1[CH:19]=[C:20]([C:15]2[N:14]3[C:10]([O:11][CH:12]=[CH:13]3)=[N:9][C:8]=2[C:5]2[CH:6]=[CH:7][C:2]([F:1])=[CH:3][CH:4]=2)[CH:21]=[CH:22][C:23]=1[N+:24]([O-:26])=[O:25].